Predict the reactants needed to synthesize the given product. From a dataset of Full USPTO retrosynthesis dataset with 1.9M reactions from patents (1976-2016). Given the product [C:24]([O:28][C:29]([N:31]1[CH2:36][CH2:35][CH:34]([O:1][C:2]2[CH:7]=[CH:6][C:5]([C:8](=[O:10])[CH3:9])=[CH:4][CH:3]=2)[CH2:33][CH2:32]1)=[O:30])([CH3:27])([CH3:25])[CH3:26], predict the reactants needed to synthesize it. The reactants are: [OH:1][C:2]1[CH:7]=[CH:6][C:5]([C:8](=[O:10])[CH3:9])=[CH:4][CH:3]=1.C(P(CCCC)CCCC)CCC.[C:24]([O:28][C:29]([N:31]1[CH2:36][CH2:35][CH:34](O)[CH2:33][CH2:32]1)=[O:30])([CH3:27])([CH3:26])[CH3:25].N(C(N1CCCCC1)=O)=NC(N1CCCCC1)=O.